From a dataset of Peptide-MHC class I binding affinity with 185,985 pairs from IEDB/IMGT. Regression. Given a peptide amino acid sequence and an MHC pseudo amino acid sequence, predict their binding affinity value. This is MHC class I binding data. The MHC is HLA-B08:01 with pseudo-sequence HLA-B08:01. The binding affinity (normalized) is 0.0847. The peptide sequence is YAEISFMLW.